Dataset: Forward reaction prediction with 1.9M reactions from USPTO patents (1976-2016). Task: Predict the product of the given reaction. (1) Given the reactants Br[CH2:2][C:3]([O:5][CH2:6][C:7]1[CH:12]=[CH:11][CH:10]=[CH:9][CH:8]=1)=[O:4].[Br:13][C:14]1[CH:19]=[CH:18][C:17]([OH:20])=[C:16]([CH:21]([CH3:23])[CH3:22])[CH:15]=1.C(=O)([O-])[O-].[K+].[K+].O, predict the reaction product. The product is: [Br:13][C:14]1[CH:19]=[CH:18][C:17]([O:20][CH2:2][C:3]([O:5][CH2:6][C:7]2[CH:12]=[CH:11][CH:10]=[CH:9][CH:8]=2)=[O:4])=[C:16]([CH:21]([CH3:23])[CH3:22])[CH:15]=1. (2) Given the reactants [C:1]([C:3]1[CH:4]=[C:5]([CH:27]=[CH:28][C:29]=1[CH3:30])[C:6]([NH:8][C:9]1[CH:14]=[CH:13][C:12]([CH2:15][N:16]2[CH2:21][CH2:20][N:19]([CH3:22])[CH2:18][CH2:17]2)=[C:11]([C:23]([F:26])([F:25])[F:24])[CH:10]=1)=[O:7])#[CH:2].[CH3:31][NH:32][C:33]1[N:42]=[CH:41][C:40]2[C:35](=[CH:36][C:37](Br)=[CH:38][C:39]=2[F:43])[N:34]=1, predict the reaction product. The product is: [F:43][C:39]1[CH:38]=[C:37]([C:2]#[C:1][C:3]2[CH:4]=[C:5]([CH:27]=[CH:28][C:29]=2[CH3:30])[C:6]([NH:8][C:9]2[CH:14]=[CH:13][C:12]([CH2:15][N:16]3[CH2:17][CH2:18][N:19]([CH3:22])[CH2:20][CH2:21]3)=[C:11]([C:23]([F:25])([F:24])[F:26])[CH:10]=2)=[O:7])[CH:36]=[C:35]2[C:40]=1[CH:41]=[N:42][C:33]([NH:32][CH3:31])=[N:34]2. (3) The product is: [Cl:1][C:2]1[CH:18]=[CH:17][CH:16]=[C:15]([Cl:19])[C:3]=1[C:4]1[S:22][C:7]2[CH:8]=[N:9][CH:10]=[C:11]([F:12])[C:6]=2[N:5]=1. Given the reactants [Cl:1][C:2]1[CH:18]=[CH:17][CH:16]=[C:15]([Cl:19])[C:3]=1[C:4](Cl)=[N:5][C:6]1[C:11]([F:12])=[CH:10][N:9]=[CH:8][C:7]=1F.NC(N)=[S:22].N1C=CC=CC=1.CCN(CC)CC, predict the reaction product. (4) Given the reactants Br[C:2]1[CH:3]=[N:4][CH:5]=[CH:6][CH:7]=1.[NH:8]1[CH2:11][CH:10]([C:12]([NH:14][C:15]2[CH:20]=[CH:19][C:18]([CH:21]3[CH2:26][CH2:25][N:24]([C:27]([O:29][C:30]([CH3:33])([CH3:32])[CH3:31])=[O:28])[CH2:23][CH2:22]3)=[CH:17][CH:16]=2)=[O:13])[CH2:9]1.[NH:34]1CC(C(NC2C=CC(OC3CCN(C(OC(C)(C)C)=O)CC3)=CC=2)=O)C1, predict the reaction product. The product is: [CH3:3][C:2]1[N:34]=[N:4][CH:5]=[CH:6][C:7]=1[N:8]1[CH2:11][CH:10]([C:12]([NH:14][C:15]2[CH:20]=[CH:19][C:18]([CH:21]3[CH2:22][CH2:23][N:24]([C:27]([O:29][C:30]([CH3:33])([CH3:32])[CH3:31])=[O:28])[CH2:25][CH2:26]3)=[CH:17][CH:16]=2)=[O:13])[CH2:9]1. (5) Given the reactants C(O[C:4]1[C:5](=[O:16])[C:6](=[O:15])[C:7]=1[NH:8][C:9]1[CH:14]=[CH:13][N:12]=[CH:11][CH:10]=1)C.[Cl:17][C:18]1[CH:33]=[CH:32][C:21]([O:22][CH2:23][C:24]2[CH:31]=[CH:30][C:27]([CH2:28][NH2:29])=[CH:26][CH:25]=2)=[CH:20][CH:19]=1, predict the reaction product. The product is: [Cl:17][C:18]1[CH:19]=[CH:20][C:21]([O:22][CH2:23][C:24]2[CH:31]=[CH:30][C:27]([CH2:28][NH:29][C:4]3[C:5](=[O:16])[C:6](=[O:15])[C:7]=3[NH:8][C:9]3[CH:10]=[CH:11][N:12]=[CH:13][CH:14]=3)=[CH:26][CH:25]=2)=[CH:32][CH:33]=1. (6) Given the reactants [CH2:1]([C:5]1([CH2:19][CH2:20][CH2:21][CH:22]=[CH2:23])[CH2:13][C:12]2[C:7](=[CH:8][CH:9]=[C:10]([O:14][CH2:15][O:16][CH3:17])[CH:11]=2)[C:6]1=[O:18])[CH2:2][CH2:3][CH3:4].[CH2:24]([Mg]Br)[CH:25]=[CH2:26], predict the reaction product. The product is: [CH2:1]([C:5]1([CH2:19][CH2:20][CH2:21][CH:22]=[CH2:23])[CH2:13][C:12]2[C:7](=[CH:8][CH:9]=[C:10]([O:14][CH2:15][O:16][CH3:17])[CH:11]=2)[C:6]1([C:25]([CH3:26])=[CH2:24])[OH:18])[CH2:2][CH2:3][CH3:4]. (7) Given the reactants [OH:1][C@@H:2]1[CH2:11][C:10]2[C:5](=[CH:6][C:7]([O:14][CH3:15])=[CH:8][C:9]=2[O:12][CH3:13])[O:4][C@@H:3]1[C:16]1[CH:24]=[CH:23]C(C(O)=O)=[C:18]([O:25][CH3:26])[CH:17]=1.[CH2:27]([N:29]([CH2:32][CH3:33])[CH2:30][CH3:31])[CH3:28].CN(C([O:41]N1N=NC2C=CC=NC1=2)=[N+](C)C)C.F[P-](F)(F)(F)(F)F.C[N:59]1[CH2:64]CNCC1, predict the reaction product. The product is: [OH:1][C@@H:2]1[CH2:11][C:10]2[C:5](=[CH:6][C:7]([O:14][CH3:15])=[CH:8][C:9]=2[O:12][CH3:13])[O:4][C@@H:3]1[C:16]1[CH:24]=[CH:23][C:28]([C:27]([N:29]2[CH2:32][CH2:33][N:59]([CH3:64])[CH2:31][CH2:30]2)=[O:41])=[C:18]([O:25][CH3:26])[CH:17]=1. (8) The product is: [OH:20][C:16]1[CH:15]=[CH:14][CH:13]=[C:12]2[C:17]=1[CH2:18][CH2:19][CH:10]([N:9]([CH2:21][CH2:22][CH3:23])[CH2:8][CH2:7][N:1]1[CH2:6][CH2:5][N:4]([C:33]([C:25]3[NH:24][C:32]4[C:27]([CH:26]=3)=[CH:28][CH:29]=[CH:30][CH:31]=4)=[O:34])[CH2:3][CH2:2]1)[CH2:11]2. Given the reactants [N:1]1([CH2:7][CH2:8][N:9]([CH2:21][CH2:22][CH3:23])[CH:10]2[CH2:19][CH2:18][C:17]3[C:16]([OH:20])=[CH:15][CH:14]=[CH:13][C:12]=3[CH2:11]2)[CH2:6][CH2:5][NH:4][CH2:3][CH2:2]1.[NH:24]1[C:32]2[C:27](=[CH:28][CH:29]=[CH:30][CH:31]=2)[CH:26]=[C:25]1[C:33](O)=[O:34], predict the reaction product. (9) Given the reactants C[O:2][C:3](=O)[CH2:4][CH2:5][CH2:6][N:7]1[C:15]2[N:14]=[C:13]([CH2:16][C:17]3[CH:22]=[CH:21][C:20]([NH:23][C:24](=[O:26])[CH3:25])=[CH:19][CH:18]=3)[NH:12][C:11]=2[C:10](=[O:27])[N:9]([CH2:28][C:29]2[CH:34]=[CH:33][CH:32]=[CH:31][C:30]=2[F:35])[C:8]1=[O:36].[NH2:38][NH2:39], predict the reaction product. The product is: [F:35][C:30]1[CH:31]=[CH:32][CH:33]=[CH:34][C:29]=1[CH2:28][N:9]1[C:10](=[O:27])[C:11]2[NH:12][C:13]([CH2:16][C:17]3[CH:22]=[CH:21][C:20]([NH:23][C:24](=[O:26])[CH3:25])=[CH:19][CH:18]=3)=[N:14][C:15]=2[N:7]([CH2:6][CH2:5][CH2:4][C:3]([NH:38][NH2:39])=[O:2])[C:8]1=[O:36].